Dataset: Forward reaction prediction with 1.9M reactions from USPTO patents (1976-2016). Task: Predict the product of the given reaction. (1) Given the reactants Cl.[F:2][C:3]1[CH:17]=[CH:16][C:6]2[C:7]([CH:10]3[CH2:15][CH2:14][NH:13][CH2:12][CH2:11]3)=[N:8][O:9][C:5]=2[CH:4]=1.Cl[CH2:19][CH2:20][C:21]1[C:26](=[O:27])[N:25]2[CH2:28][CH2:29][CH2:30][CH2:31][C:24]2=[N:23][C:22]=1[CH3:32], predict the reaction product. The product is: [CH3:32][C:22]1[N:23]=[C:24]2[N:25]([CH2:28][CH2:29][CH2:30][CH2:31]2)[C:26](=[O:27])[C:21]=1[CH2:20][CH2:19][N:13]1[CH2:12][CH2:11][CH:10]([C:7]2[C:6]3[CH:16]=[CH:17][C:3]([F:2])=[CH:4][C:5]=3[O:9][N:8]=2)[CH2:15][CH2:14]1. (2) Given the reactants [C:1]([O:5][C:6]([N:8]1[CH2:13][CH2:12][C:11]([CH:15](OS(C)(=O)=O)[CH2:16][C:17]#[N:18])([CH3:14])[CH2:10][CH2:9]1)=[O:7])([CH3:4])([CH3:3])[CH3:2].C(N(CC)CC)C, predict the reaction product. The product is: [C:1]([O:5][C:6]([N:8]1[CH2:13][CH2:12][C:11](/[CH:15]=[CH:16]/[C:17]#[N:18])([CH3:14])[CH2:10][CH2:9]1)=[O:7])([CH3:4])([CH3:2])[CH3:3]. (3) Given the reactants [CH:1]1([NH2:4])[CH2:3][CH2:2]1.C(N(CC)CC)C.[Cl-].ClC1N(C)CC[NH+]1C.[CH3:21][O:22][C:23]1[C:24](=[O:47])[C:25]([CH3:46])=[C:26]([CH2:32][C:33]2[CH:34]=[CH:35][C:36]([O:42][C:43](=[O:45])[CH3:44])=[C:37]([CH:41]=2)[C:38](O)=[O:39])[C:27](=[O:31])[C:28]=1[O:29][CH3:30], predict the reaction product. The product is: [CH:1]1([NH:4][C:38](=[O:39])[C:37]2[CH:41]=[C:33]([CH2:32][C:26]3[C:27](=[O:31])[C:28]([O:29][CH3:30])=[C:23]([O:22][CH3:21])[C:24](=[O:47])[C:25]=3[CH3:46])[CH:34]=[CH:35][C:36]=2[O:42][C:43](=[O:45])[CH3:44])[CH2:3][CH2:2]1. (4) Given the reactants [C:1]1([N:7]([C:20]2[CH:25]=[CH:24][CH:23]=[C:22]([C:26]([F:29])([F:28])[F:27])[CH:21]=2)[CH:8]2[CH2:13][CH2:12][N:11]([CH2:14][C:15]([O:17]CC)=[O:16])[CH2:10][CH2:9]2)[CH:6]=[CH:5][CH:4]=[CH:3][CH:2]=1.[OH-].[Na+], predict the reaction product. The product is: [C:1]1([N:7]([C:20]2[CH:25]=[CH:24][CH:23]=[C:22]([C:26]([F:29])([F:27])[F:28])[CH:21]=2)[CH:8]2[CH2:13][CH2:12][N:11]([CH2:14][C:15]([OH:17])=[O:16])[CH2:10][CH2:9]2)[CH:2]=[CH:3][CH:4]=[CH:5][CH:6]=1. (5) Given the reactants Cl[C:2]1[N:3]=[C:4]([N:17]2[CH2:22][CH2:21][O:20][CH2:19][CH2:18]2)[C:5]2[S:10][C:9]([C:11]3[N:12]=[C:13]([NH2:16])[S:14][CH:15]=3)=[CH:8][C:6]=2[N:7]=1.[NH2:23][C:24]1[N:29]=[CH:28][C:27](B2OC(C)(C)C(C)(C)O2)=[CH:26][N:25]=1, predict the reaction product. The product is: [NH2:16][C:13]1[S:14][CH:15]=[C:11]([C:9]2[S:10][C:5]3[C:4]([N:17]4[CH2:22][CH2:21][O:20][CH2:19][CH2:18]4)=[N:3][C:2]([C:27]4[CH:26]=[N:25][C:24]([NH2:23])=[N:29][CH:28]=4)=[N:7][C:6]=3[CH:8]=2)[N:12]=1. (6) Given the reactants [NH2:1][C:2]1[CH:7]=[C:6]([CH3:8])[CH:5]=[CH:4][N:3]=1.[Cl:9][C:10]1[CH:19]=[C:18]([Cl:20])[CH:17]=[CH:16][C:11]=1[C:12](=O)[CH2:13]Cl.[OH-].[Na+], predict the reaction product. The product is: [Cl:9][C:10]1[CH:19]=[C:18]([Cl:20])[CH:17]=[CH:16][C:11]=1[C:12]1[N:1]=[C:2]2[CH:7]=[C:6]([CH3:8])[CH:5]=[CH:4][N:3]2[CH:13]=1. (7) Given the reactants [NH2:1][C:2]1([C:11]([O:13][CH2:14][CH3:15])=[O:12])[C:10]2[C:5](=[CH:6][CH:7]=[CH:8][CH:9]=2)[CH2:4][CH2:3]1.C(C(OCCCC)=O)CCC.[O:27](C(C(F)(F)F)=O)[C:28]([C:30]([F:33])([F:32])[F:31])=O, predict the reaction product. The product is: [F:31][C:30]([F:33])([F:32])[C:28]([NH:1][C@@:2]1([C:11]([O:13][CH2:14][CH3:15])=[O:12])[C:10]2[C:5](=[CH:6][CH:7]=[CH:8][CH:9]=2)[CH2:4][CH2:3]1)=[O:27].